From a dataset of Peptide-MHC class II binding affinity with 134,281 pairs from IEDB. Regression. Given a peptide amino acid sequence and an MHC pseudo amino acid sequence, predict their binding affinity value. This is MHC class II binding data. The peptide sequence is SQDLELSWLLNGLQAY. The MHC is DRB1_0802 with pseudo-sequence DRB1_0802. The binding affinity (normalized) is 0.531.